From a dataset of Reaction yield outcomes from USPTO patents with 853,638 reactions. Predict the reaction yield, written as a fraction of the theoretical maximum amount of product (1.0 means a 100% yield; for example, 0.34 means a 34% yield). (1) The reactants are [Cl:1][C:2]1[CH:3]=[CH:4][C:5]([S:21][CH2:22][C:23]2[CH:28]=[CH:27][CH:26]=[C:25]([NH:29][S:30]([CH3:33])(=[O:32])=[O:31])[CH:24]=2)=[C:6]([NH:8][S:9]([C:12]2[O:13][C:14]3[CH:20]=[CH:19][CH:18]=[CH:17][C:15]=3[CH:16]=2)(=[O:11])=[O:10])[CH:7]=1.C1C=C(Cl)C=C(C(OO)=[O:42])C=1. The catalyst is C(Cl)Cl. The product is [Cl:1][C:2]1[CH:3]=[CH:4][C:5]([S:21]([CH2:22][C:23]2[CH:28]=[CH:27][CH:26]=[C:25]([NH:29][S:30]([CH3:33])(=[O:32])=[O:31])[CH:24]=2)=[O:42])=[C:6]([NH:8][S:9]([C:12]2[O:13][C:14]3[CH:20]=[CH:19][CH:18]=[CH:17][C:15]=3[CH:16]=2)(=[O:11])=[O:10])[CH:7]=1. The yield is 0.610. (2) The reactants are [CH2:1]([O:5][C:6]1[CH:11]=[C:10]([C:12](OCCCC)=[O:13])[CH:9]=[CH:8][C:7]=1[C:19]1[CH:24]=[C:23]([O:25][CH3:26])[CH:22]=[CH:21][C:20]=1[F:27])[CH2:2][CH2:3][CH3:4].[H-].[H-].[H-].[H-].[Li+].[Al+3]. The catalyst is C1COCC1.O. The product is [CH2:1]([O:5][C:6]1[CH:11]=[C:10]([CH2:12][OH:13])[CH:9]=[CH:8][C:7]=1[C:19]1[CH:24]=[C:23]([O:25][CH3:26])[CH:22]=[CH:21][C:20]=1[F:27])[CH2:2][CH2:3][CH3:4]. The yield is 0.966. (3) The yield is 0.690. The product is [OH:4][CH2:3][C@@H:2]([NH:1][C:20]([O:19][CH2:18][CH2:17][O:16][C:8]([C:9]1[CH:14]=[CH:13][CH:12]=[CH:11][CH:10]=1)=[O:15])=[O:21])[C:5]([OH:7])=[O:6]. The reactants are [NH2:1][C@@H:2]([C:5]([OH:7])=[O:6])[CH2:3][OH:4].[C:8]([O:16][CH2:17][CH2:18][O:19][C:20](ON1C(=O)CCC1=O)=[O:21])(=[O:15])[C:9]1[CH:14]=[CH:13][CH:12]=[CH:11][CH:10]=1. No catalyst specified. (4) The reactants are [C:1](Cl)(=[O:5])[C:2](Cl)=[O:3].[CH3:7][CH:8]1[CH:13]=[C:12]([CH3:14])[CH2:11][CH2:10][CH:9]1[CH2:15][OH:16].[OH2:17]. The catalyst is N1C=CC=CC=1. The product is [CH3:7][CH:8]1[CH:13]=[C:12]([CH3:14])[CH2:11][CH2:10][CH:9]1[CH2:15][O:16][C:1](=[O:5])[C:2]([O:17][CH2:15][CH:9]1[CH2:10][CH2:11][C:12]([CH3:14])=[CH:13][CH:8]1[CH3:7])=[O:3]. The yield is 0.850. (5) The catalyst is C(Cl)Cl.C(OCC)(=O)C. The product is [CH3:5][S:4]([CH2:3][C:2]([NH:7][C:8]([C:10]1[C:11]([NH:19][C:20]([C:22]2[N:23]([C:31]3[C:36]([Cl:37])=[CH:35][CH:34]=[CH:33][N:32]=3)[N:24]=[C:25]([C:27]([F:30])([F:28])[F:29])[CH:26]=2)=[O:21])=[CH:12][CH:13]=[C:14]2[C:18]=1[NH:17][N:16]=[CH:15]2)=[O:9])([CH3:1])[CH3:6])=[O:46]. The yield is 0.750. The reactants are [CH3:1][C:2]([NH:7][C:8]([C:10]1[C:11]([NH:19][C:20]([C:22]2[N:23]([C:31]3[C:36]([Cl:37])=[CH:35][CH:34]=[CH:33][N:32]=3)[N:24]=[C:25]([C:27]([F:30])([F:29])[F:28])[CH:26]=2)=[O:21])=[CH:12][CH:13]=[C:14]2[C:18]=1[NH:17][N:16]=[CH:15]2)=[O:9])([CH3:6])[CH2:3][S:4][CH3:5].ClC1C=CC=C(C(OO)=[O:46])C=1. (6) The yield is 0.750. The product is [F:12][C:13]1[CH:18]=[CH:17][C:16]([C:2]2[S:11][C:5]3[C:6](=[O:10])[NH:7][CH2:8][CH2:9][C:4]=3[CH:3]=2)=[CH:15][CH:14]=1. The reactants are Br[C:2]1[S:11][C:5]2[C:6](=[O:10])[NH:7][CH2:8][CH2:9][C:4]=2[CH:3]=1.[F:12][C:13]1[CH:18]=[CH:17][C:16](B(O)O)=[CH:15][CH:14]=1.C(=O)([O-])[O-].[Na+].[Na+]. The catalyst is CN(C)C=O.CO.O.[Pd].C1(P(C2C=CC=CC=2)C2C=CC=CC=2)C=CC=CC=1.C1(P(C2C=CC=CC=2)C2C=CC=CC=2)C=CC=CC=1.C1(P(C2C=CC=CC=2)C2C=CC=CC=2)C=CC=CC=1.C1(P(C2C=CC=CC=2)C2C=CC=CC=2)C=CC=CC=1.